From a dataset of NCI-60 drug combinations with 297,098 pairs across 59 cell lines. Regression. Given two drug SMILES strings and cell line genomic features, predict the synergy score measuring deviation from expected non-interaction effect. (1) Drug 1: C1=CC(=CC=C1CC(C(=O)O)N)N(CCCl)CCCl.Cl. Drug 2: CCC1(CC2CC(C3=C(CCN(C2)C1)C4=CC=CC=C4N3)(C5=C(C=C6C(=C5)C78CCN9C7C(C=CC9)(C(C(C8N6C)(C(=O)OC)O)OC(=O)C)CC)OC)C(=O)OC)O.OS(=O)(=O)O. Cell line: UACC-257. Synergy scores: CSS=21.6, Synergy_ZIP=-8.10, Synergy_Bliss=-4.81, Synergy_Loewe=-28.8, Synergy_HSA=-7.45. (2) Drug 1: C1=CN(C(=O)N=C1N)C2C(C(C(O2)CO)O)O.Cl. Drug 2: C1=NC(=NC(=O)N1C2C(C(C(O2)CO)O)O)N. Cell line: TK-10. Synergy scores: CSS=28.2, Synergy_ZIP=-10.1, Synergy_Bliss=-1.03, Synergy_Loewe=-7.04, Synergy_HSA=0.572. (3) Drug 1: CN1CCC(CC1)COC2=C(C=C3C(=C2)N=CN=C3NC4=C(C=C(C=C4)Br)F)OC. Drug 2: CCC1=CC2CC(C3=C(CN(C2)C1)C4=CC=CC=C4N3)(C5=C(C=C6C(=C5)C78CCN9C7C(C=CC9)(C(C(C8N6C)(C(=O)OC)O)OC(=O)C)CC)OC)C(=O)OC.C(C(C(=O)O)O)(C(=O)O)O. Cell line: A498. Synergy scores: CSS=33.5, Synergy_ZIP=-1.18, Synergy_Bliss=4.61, Synergy_Loewe=6.76, Synergy_HSA=7.60. (4) Drug 1: CC1=C(C=C(C=C1)C(=O)NC2=CC(=CC(=C2)C(F)(F)F)N3C=C(N=C3)C)NC4=NC=CC(=N4)C5=CN=CC=C5. Drug 2: CN(CCCl)CCCl.Cl. Cell line: CCRF-CEM. Synergy scores: CSS=50.9, Synergy_ZIP=-4.29, Synergy_Bliss=-0.0216, Synergy_Loewe=-2.18, Synergy_HSA=2.85. (5) Drug 1: CC1=C(C(=O)C2=C(C1=O)N3CC4C(C3(C2COC(=O)N)OC)N4)N. Drug 2: CC1C(C(CC(O1)OC2CC(CC3=C2C(=C4C(=C3O)C(=O)C5=C(C4=O)C(=CC=C5)OC)O)(C(=O)CO)O)N)O.Cl. Cell line: NCIH23. Synergy scores: CSS=54.6, Synergy_ZIP=3.47, Synergy_Bliss=4.45, Synergy_Loewe=-0.0566, Synergy_HSA=8.08. (6) Drug 1: CN1CCC(CC1)COC2=C(C=C3C(=C2)N=CN=C3NC4=C(C=C(C=C4)Br)F)OC. Drug 2: C1CN1P(=S)(N2CC2)N3CC3. Cell line: SF-268. Synergy scores: CSS=16.0, Synergy_ZIP=1.31, Synergy_Bliss=3.35, Synergy_Loewe=-0.123, Synergy_HSA=0.268.